This data is from Forward reaction prediction with 1.9M reactions from USPTO patents (1976-2016). The task is: Predict the product of the given reaction. (1) Given the reactants [Cl:1][C:2]1[CH:3]=[N:4][CH:5]=[C:6]([Cl:20])[C:7]=1[S:8][C:9]1[S:13][C:12]([C:14](Cl)=[O:15])=[CH:11][C:10]=1[N+:17]([O-:19])=[O:18].[CH3:21][O:22][C:23]1[CH:28]=[CH:27][C:26]([NH2:29])=[CH:25][CH:24]=1, predict the reaction product. The product is: [Cl:1][C:2]1[CH:3]=[N:4][CH:5]=[C:6]([Cl:20])[C:7]=1[S:8][C:9]1[S:13][C:12]([C:14]([NH:29][C:26]2[CH:27]=[CH:28][C:23]([O:22][CH3:21])=[CH:24][CH:25]=2)=[O:15])=[CH:11][C:10]=1[N+:17]([O-:19])=[O:18]. (2) Given the reactants [F:1][C:2]1[CH:7]=[CH:6][C:5]([C:8]([C:11]2[CH:12]=[C:13]([NH:23][C:24]([C:26]3[NH:27][C:28]4[C:33]([CH:34]=3)=[CH:32][CH:31]=[C:30]([NH:35][S:36]([CH3:39])(=[O:38])=[O:37])[CH:29]=4)=[O:25])[CH:14]=[C:15]([C:17]#[C:18][Si](C)(C)C)[CH:16]=2)([CH3:10])[CH3:9])=[CH:4][CH:3]=1.CCCC[N+](CCCC)(CCCC)CCCC.[F-].O, predict the reaction product. The product is: [C:17]([C:15]1[CH:14]=[C:13]([NH:23][C:24]([C:26]2[NH:27][C:28]3[C:33]([CH:34]=2)=[CH:32][CH:31]=[C:30]([NH:35][S:36]([CH3:39])(=[O:38])=[O:37])[CH:29]=3)=[O:25])[CH:12]=[C:11]([C:8]([C:5]2[CH:6]=[CH:7][C:2]([F:1])=[CH:3][CH:4]=2)([CH3:10])[CH3:9])[CH:16]=1)#[CH:18]. (3) Given the reactants C[O:2][C:3]([C:5]1[S:6][C:7]([NH:10][C:11](=[O:19])[CH2:12][C:13]2[CH:18]=[CH:17][CH:16]=[CH:15][CH:14]=2)=[CH:8][CH:9]=1)=O.NO.Cl.C[O-].[Na+].C(N(C(C)C)CC)(C)C.CN(C([O:42][N:43]1N=NC2C=CC=CC1=2)=[N+](C)C)C.F[P-](F)(F)(F)(F)F.NO, predict the reaction product. The product is: [OH:42][NH:43][C:3]([C:5]1[S:6][C:7]([NH:10][C:11](=[O:19])[CH2:12][C:13]2[CH:18]=[CH:17][CH:16]=[CH:15][CH:14]=2)=[CH:8][CH:9]=1)=[O:2]. (4) Given the reactants [CH3:1][O:2][C:3]1[CH:4]=[C:5]([CH2:9][NH2:10])[CH:6]=[CH:7][CH:8]=1.[F:11][C:12]1[CH:21]=[C:20]([CH:22]=O)[CH:19]=[CH:18][C:13]=1[C:14]([O:16][CH3:17])=[O:15], predict the reaction product. The product is: [F:11][C:12]1[CH:21]=[C:20]([CH2:22][NH:10][CH2:9][C:5]2[CH:6]=[CH:7][CH:8]=[C:3]([O:2][CH3:1])[CH:4]=2)[CH:19]=[CH:18][C:13]=1[C:14]([O:16][CH3:17])=[O:15]. (5) Given the reactants COC1C=C(OC)C=CC=1C[N:6]([C:14]1[S:15][C:16]([CH3:42])=[C:17]([CH2:19][O:20][C:21]2[C:26]3[CH:27]=[C:28]([C:30]4[N:31]=[C:32]5[N:36]([CH:37]=4)[N:35]=[C:34]([O:38][CH3:39])[S:33]5)[O:29][C:25]=3[CH:24]=[C:23]([O:40][CH3:41])[CH:22]=2)[N:18]=1)C(=O)OC(C)(C)C.CC1C=C(C)C(C)=C(C)C=1C.FC(F)(F)C(O)=O, predict the reaction product. The product is: [CH3:41][O:40][C:23]1[CH:22]=[C:21]([O:20][CH2:19][C:17]2[N:18]=[C:14]([NH2:6])[S:15][C:16]=2[CH3:42])[C:26]2[CH:27]=[C:28]([C:30]3[N:31]=[C:32]4[N:36]([CH:37]=3)[N:35]=[C:34]([O:38][CH3:39])[S:33]4)[O:29][C:25]=2[CH:24]=1.